This data is from Catalyst prediction with 721,799 reactions and 888 catalyst types from USPTO. The task is: Predict which catalyst facilitates the given reaction. (1) Reactant: [CH:1]1([C:7]2[C:16]3[C@@H:15]([OH:17])[CH2:14][C:13]([CH3:19])([CH3:18])[CH2:12][C:11]=3[N:10]=[C:9]([CH:20]([CH3:22])[CH3:21])[C:8]=2[C:23]([C:25]2[CH:30]=[CH:29][C:28]([C:31]([F:34])([F:33])[F:32])=[CH:27][CH:26]=2)=[O:24])[CH2:6][CH2:5][CH2:4][CH2:3][CH2:2]1.N1C(C)=CC=CC=1C.FC(F)(F)S(O[Si:49]([C:52]([CH3:55])([CH3:54])[CH3:53])([CH3:51])[CH3:50])(=O)=O.Cl. Product: [Si:49]([O:17][C@H:15]1[CH2:14][C:13]([CH3:19])([CH3:18])[CH2:12][C:11]2[N:10]=[C:9]([CH:20]([CH3:22])[CH3:21])[C:8]([C:23]([C:25]3[CH:30]=[CH:29][C:28]([C:31]([F:34])([F:32])[F:33])=[CH:27][CH:26]=3)=[O:24])=[C:7]([CH:1]3[CH2:6][CH2:5][CH2:4][CH2:3][CH2:2]3)[C:16]1=2)([C:52]([CH3:55])([CH3:54])[CH3:53])([CH3:51])[CH3:50]. The catalyst class is: 11. (2) Reactant: [C:1]([C:3]1[CH:8]=[CH:7][C:6]([C@@H:9]2[C:14]([C:15]#[N:16])=[C:13]([CH3:17])[N:12]([C:18]3[CH:23]=[CH:22][CH:21]=[C:20]([C:24]([F:27])([F:26])[F:25])[CH:19]=3)[C:11](=[O:28])[NH:10]2)=[C:5]([S:29]([CH2:32][CH3:33])(=[O:31])=[O:30])[CH:4]=1)#[N:2].[CH3:34][Si](C)(C)[N-][Si](C)(C)C.[Li+].IC. Product: [C:1]([C:3]1[CH:8]=[CH:7][C:6]([C@@H:9]2[C:14]([C:15]#[N:16])=[C:13]([CH3:17])[N:12]([C:18]3[CH:23]=[CH:22][CH:21]=[C:20]([C:24]([F:27])([F:26])[F:25])[CH:19]=3)[C:11](=[O:28])[N:10]2[CH3:34])=[C:5]([S:29]([CH2:32][CH3:33])(=[O:31])=[O:30])[CH:4]=1)#[N:2]. The catalyst class is: 1. (3) Reactant: [O:1]=[C:2]1[CH2:5][CH:4]([C:6]([OH:8])=[O:7])[CH2:3]1.C(=O)([O-])[O-].[K+].[K+].[CH2:15](Br)[C:16]1[CH:21]=[CH:20][CH:19]=[CH:18][CH:17]=1. Product: [O:1]=[C:2]1[CH2:5][CH:4]([C:6]([O:8][CH2:15][C:16]2[CH:21]=[CH:20][CH:19]=[CH:18][CH:17]=2)=[O:7])[CH2:3]1. The catalyst class is: 21. (4) Reactant: [H-].[Na+].[CH:3]1([C:9]([O:11]C)=O)[CH2:8][CH2:7][CH2:6][CH2:5][CH2:4]1.[CH3:13][C:14]#[N:15]. Product: [CH:3]1([C:9](=[O:11])[CH2:13][C:14]#[N:15])[CH2:4][CH2:5][CH2:6][CH2:7][CH2:8]1. The catalyst class is: 1. (5) Reactant: [CH2:1]([O:3][C:4]([NH:6][C:7]1[CH:8]=[C:9]([CH2:13][CH2:14]OS(C)(=O)=O)[CH:10]=[CH:11][CH:12]=1)=[O:5])[CH3:2].[SH:20][CH2:21][C:22]([OH:24])=[O:23].C(N(CC)CC)C.[Na+].[I-]. Product: [CH2:1]([O:3][C:4]([NH:6][C:7]1[CH:8]=[C:9]([CH2:13][CH2:14][S:20][CH2:21][C:22]([OH:24])=[O:23])[CH:10]=[CH:11][CH:12]=1)=[O:5])[CH3:2]. The catalyst class is: 9. (6) Reactant: [Cl:1][C:2]1[C:7]([CH:8]=[O:9])=[C:6]([O:10][CH3:11])[C:5]([F:12])=[CH:4][CH:3]=1.[Br:13][C:14]1[CH:15]=[C:16]2[C:22]([CH:23]([C:25]3[C:30]([O:31][CH3:32])=[CH:29][CH:28]=[C:27](F)[C:26]=3[Cl:34])[CH3:24])=[CH:21][NH:20][C:17]2=[N:18][CH:19]=1.ClC1C(F)=CC=C(OC)C=1C=O.ClC1C(C=O)=C(F)C(F)=CC=1.C[O-].[Na+]. Product: [Br:13][C:14]1[CH:15]=[C:16]2[C:22]([CH:23]([C:25]3[C:26]([Cl:34])=[CH:27][CH:28]=[C:29]([F:12])[C:30]=3[O:31][CH3:32])[CH3:24])=[CH:21][NH:20][C:17]2=[N:18][CH:19]=1.[Cl:1][C:2]1[C:7]([CH:8]=[O:9])=[C:6]([O:10][CH3:11])[C:5]([F:12])=[CH:4][CH:3]=1. The catalyst class is: 5.